This data is from Full USPTO retrosynthesis dataset with 1.9M reactions from patents (1976-2016). The task is: Predict the reactants needed to synthesize the given product. (1) Given the product [O:1]([CH2:8][C:9]1[CH:10]=[C:11]([CH:16]=[C:17]([CH2:19][O:20][C:21]2[CH:26]=[CH:25][CH:24]=[CH:23][CH:22]=2)[CH:18]=1)[C:12]([OH:14])=[O:13])[C:2]1[CH:3]=[CH:4][CH:5]=[CH:6][CH:7]=1, predict the reactants needed to synthesize it. The reactants are: [O:1]([CH2:8][C:9]1[CH:10]=[C:11]([CH:16]=[C:17]([CH2:19][O:20][C:21]2[CH:26]=[CH:25][CH:24]=[CH:23][CH:22]=2)[CH:18]=1)[C:12]([O:14]C)=[O:13])[C:2]1[CH:7]=[CH:6][CH:5]=[CH:4][CH:3]=1.[OH-].[Na+].CO. (2) Given the product [NH2:4][C:5]1[C:40]([Br:41])=[CH:39][C:8]([C:9]([C@@H:11]2[CH2:13][C@H:12]2[C:14]([N:16]2[CH2:21][CH2:20][CH:19]([N:22]3[CH2:31][C:30]4[C:25](=[CH:26][CH:27]=[C:28]([O:32][CH2:33][C:34]([OH:36])=[O:35])[CH:29]=4)[NH:24][C:23]3=[O:38])[CH2:18][CH2:17]2)=[O:15])=[O:10])=[CH:7][C:6]=1[Br:42], predict the reactants needed to synthesize it. The reactants are: O.[OH-].[Li+].[NH2:4][C:5]1[C:40]([Br:41])=[CH:39][C:8]([C:9]([C@@H:11]2[CH2:13][C@H:12]2[C:14]([N:16]2[CH2:21][CH2:20][CH:19]([N:22]3[CH2:31][C:30]4[C:25](=[CH:26][CH:27]=[C:28]([O:32][CH2:33][C:34]([O:36]C)=[O:35])[CH:29]=4)[NH:24][C:23]3=[O:38])[CH2:18][CH2:17]2)=[O:15])=[O:10])=[CH:7][C:6]=1[Br:42].[K+].[Br-].BrBr. (3) Given the product [C:4]1(=[CH:26][C@H:28]2[CH2:33][CH2:32][C@H:31]([NH:34][C:35](=[O:41])[O:36][C:37]([CH3:40])([CH3:39])[CH3:38])[CH2:30][CH2:29]2)[CH2:6][CH2:5]1, predict the reactants needed to synthesize it. The reactants are: [H-].[Na+].[Br-].[CH:4]1([P+](C2C=CC=CC=2)(C2C=CC=CC=2)C2C=CC=CC=2)[CH2:6][CH2:5]1.[CH:26]([C@H:28]1[CH2:33][CH2:32][C@H:31]([NH:34][C:35](=[O:41])[O:36][C:37]([CH3:40])([CH3:39])[CH3:38])[CH2:30][CH2:29]1)=O.COCCOCCN(CCOCCOC)CCOCCOC.[Cl-].[NH4+]. (4) Given the product [F:43][C:2]([F:1])([F:42])[C:3]1[CH:4]=[C:5]([CH:35]=[C:36]([C:38]([F:39])([F:40])[F:41])[CH:37]=1)[C:6]([N:8]1[CH2:13][CH2:12][NH:11][CH2:10][CH:9]1[CH2:24][C:25]1[CH:30]=[CH:29][CH:28]=[C:27]([O:31][CH3:32])[C:26]=1[O:33][CH3:34])=[O:7], predict the reactants needed to synthesize it. The reactants are: [F:1][C:2]([F:43])([F:42])[C:3]1[CH:4]=[C:5]([CH:35]=[C:36]([C:38]([F:41])([F:40])[F:39])[CH:37]=1)[C:6]([N:8]1[CH2:13][CH2:12][N:11](C(OCC2C=CC=CC=2)=O)[CH2:10][CH:9]1[CH2:24][C:25]1[CH:30]=[CH:29][CH:28]=[C:27]([O:31][CH3:32])[C:26]=1[O:33][CH3:34])=[O:7]. (5) Given the product [C:20]([C:22]1[CH:29]=[CH:28][C:25]([CH2:26][N:7]2[C:2](=[O:1])[C:3]([C:14]([O:16][CH3:17])=[O:15])=[CH:4][C:5]3[CH2:13][CH2:12][CH2:11][CH2:10][CH2:9][CH2:8][C:6]2=3)=[CH:24][CH:23]=1)#[N:21], predict the reactants needed to synthesize it. The reactants are: [O:1]=[C:2]1[NH:7][C:6]2[CH2:8][CH2:9][CH2:10][CH2:11][CH2:12][CH2:13][C:5]=2[CH:4]=[C:3]1[C:14]([O:16][CH3:17])=[O:15].[H-].[Na+].[C:20]([C:22]1[CH:29]=[CH:28][C:25]([CH2:26]N)=[CH:24][CH:23]=1)#[N:21].C(O)(=O)CC(CC(O)=O)(C(O)=O)O.